This data is from Full USPTO retrosynthesis dataset with 1.9M reactions from patents (1976-2016). The task is: Predict the reactants needed to synthesize the given product. (1) Given the product [NH2:1][C:2]1[CH:10]=[CH:9][C:8]([O:11][C:12]([F:13])([F:14])[F:15])=[CH:7][C:3]=1[CH2:4][OH:5], predict the reactants needed to synthesize it. The reactants are: [NH2:1][C:2]1[CH:10]=[CH:9][C:8]([O:11][C:12]([F:15])([F:14])[F:13])=[CH:7][C:3]=1[C:4](O)=[O:5].OO.[OH-].[Na+].O. (2) The reactants are: COC1C=C(OC)C=CC=1C[N:6]1[CH:11]=[C:10]([CH2:12][C:13]2[CH:20]=[CH:19][C:16]([C:17]#[N:18])=[C:15]([F:21])[CH:14]=2)[N:9]2[CH:22]=[CH:23][CH:24]=[C:8]2[C:7]1=[O:25]. Given the product [F:21][C:15]1[CH:14]=[C:13]([CH2:12][C:10]2[N:9]3[CH:22]=[CH:23][CH:24]=[C:8]3[C:7](=[O:25])[NH:6][CH:11]=2)[CH:20]=[CH:19][C:16]=1[C:17]#[N:18], predict the reactants needed to synthesize it. (3) Given the product [ClH:12].[NH2:1][C:2]1[CH:3]=[CH:4][C:5]([CH2:8][C:9]([O:11][CH3:13])=[O:10])=[CH:6][CH:7]=1, predict the reactants needed to synthesize it. The reactants are: [NH2:1][C:2]1[CH:7]=[CH:6][C:5]([CH2:8][C:9]([OH:11])=[O:10])=[CH:4][CH:3]=1.[ClH:12].[CH3:13]O. (4) Given the product [Br:1][C:2]1[CH:3]=[C:4]([C:7]2[O:8][C:12]3[CH:13]=[CH:14][CH:15]=[CH:16][C:11]=3[N:10]=2)[O:5][CH:6]=1, predict the reactants needed to synthesize it. The reactants are: [Br:1][C:2]1[CH:3]=[C:4]([C:7](Cl)=[O:8])[O:5][CH:6]=1.[NH2:10][C:11]1[CH:16]=[CH:15][CH:14]=[CH:13][C:12]=1O.[OH-].[Na+]. (5) Given the product [C:10]([C:11]([N:17]([CH3:27])[C:18]([C:20]1[CH:21]=[CH:22][C:23]([I:26])=[CH:24][CH:25]=1)=[O:19])([CH3:16])[C:12]([NH:14][CH3:15])=[O:13])([OH:28])=[O:9], predict the reactants needed to synthesize it. The reactants are: [OH-].[K+].C1COCC1.C[O:9][C:10](=[O:28])[C:11]([N:17]([CH3:27])[C:18]([C:20]1[CH:25]=[CH:24][C:23]([I:26])=[CH:22][CH:21]=1)=[O:19])([CH3:16])[C:12]([NH:14][CH3:15])=[O:13].C(O)(=O)CC(CC(O)=O)(C(O)=O)O. (6) Given the product [NH2:11][C:12]1[CH:21]=[CH:20][C:19]2[N:18]3[CH2:22][CH2:23][C@@H:17]3[CH2:16][O:15][C:14]=2[C:13]=1[C:24]([O:26][C:27]([CH3:30])([CH3:29])[CH3:28])=[O:25], predict the reactants needed to synthesize it. The reactants are: C(OC([NH:11][C:12]1[CH:21]=[CH:20][C:19]2[N:18]3[CH2:22][CH2:23][C@@H:17]3[CH2:16][O:15][C:14]=2[C:13]=1[C:24]([O:26][C:27]([CH3:30])([CH3:29])[CH3:28])=[O:25])=O)C1C=CC=CC=1.